Dataset: Forward reaction prediction with 1.9M reactions from USPTO patents (1976-2016). Task: Predict the product of the given reaction. (1) Given the reactants Cl[C:2]1[N:31]=[CH:30][CH:29]=[CH:28][C:3]=1[C:4]([N:6]([C:17]1[CH:27]=[CH:26][C:20]([C:21]([O:23][CH2:24][CH3:25])=[O:22])=[CH:19][CH:18]=1)NCC1C=CC(OC)=CC=1)=[O:5].[C:55]1(P([C:55]2[CH:60]=[CH:59][CH:58]=[CH:57][CH:56]=2)CCCP([C:55]2[CH:60]=[CH:59][CH:58]=[CH:57][CH:56]=2)[C:55]2[CH:60]=[CH:59][CH:58]=[CH:57][CH:56]=2)[CH:60]=[CH:59][CH:58]=[CH:57][CH:56]=1.[CH2:61](P(CCCC)CCCC)CCC.[C:74](=[O:77])([O-])[O-].[K+].[K+], predict the reaction product. The product is: [CH3:74][O:77][C:55]1[CH:56]=[CH:57][C:58]([CH2:61][N:6]2[C:17]3[CH:18]=[CH:19][C:20]([C:21]([O:23][CH2:24][CH3:25])=[O:22])=[CH:26][C:27]=3[C:2]3[N:31]=[CH:30][CH:29]=[CH:28][C:3]=3[C:4]2=[O:5])=[CH:59][CH:60]=1. (2) Given the reactants [Cl:1][C:2]1[CH:10]=[C:9]2[C:5]([C:6]([C:11]([N:13]3[CH2:18][CH2:17][CH:16]([N:19]4[C:23]5[CH:24]=[CH:25][CH:26]=[CH:27][C:22]=5[NH:21][C:20]4=[O:28])[CH2:15][CH2:14]3)=[O:12])=[CH:7][NH:8]2)=[CH:4][CH:3]=1.[H-].[Na+].Cl[CH2:32][C:33]([N:35]([CH2:38][CH3:39])[CH2:36][CH3:37])=[O:34], predict the reaction product. The product is: [Cl:1][C:2]1[CH:10]=[C:9]2[C:5]([C:6]([C:11]([N:13]3[CH2:18][CH2:17][CH:16]([N:19]4[C:23]5[CH:24]=[CH:25][CH:26]=[CH:27][C:22]=5[N:21]([CH2:6][C:11](=[O:12])[N:13]([CH2:18][CH3:17])[CH2:14][CH3:15])[C:20]4=[O:28])[CH2:15][CH2:14]3)=[O:12])=[CH:7][N:8]2[CH2:32][C:33]([N:35]([CH2:38][CH3:39])[CH2:36][CH3:37])=[O:34])=[CH:4][CH:3]=1. (3) Given the reactants [C:1]([CH2:4][C:5]1[CH:10]=[CH:9][C:8]([NH:11]/[C:12](=[C:19]2\[C:20](=[O:38])[NH:21][C:22]3[C:27]\2=[CH:26][C:25]([NH:28][S:29]([C:32]2[CH:37]=[CH:36][CH:35]=[CH:34][CH:33]=2)(=[O:31])=[O:30])=[CH:24][CH:23]=3)/[C:13]2[CH:18]=[CH:17][CH:16]=[CH:15][CH:14]=2)=[CH:7][CH:6]=1)(O)=[O:2].[CH2:39]([NH2:46])[C:40]1[CH:45]=[CH:44][CH:43]=[CH:42][CH:41]=1.CN(C(ON1N=NC2C=CC=CC1=2)=[N+](C)C)C.[B-](F)(F)(F)F.C(N(C(C)C)C(C)C)C, predict the reaction product. The product is: [CH2:39]([NH:46][C:1]([CH2:4][C:5]1[CH:6]=[CH:7][C:8]([NH:11]/[C:12](=[C:19]2\[C:20](=[O:38])[NH:21][C:22]3[C:27]\2=[CH:26][C:25]([NH:28][S:29]([C:32]2[CH:33]=[CH:34][CH:35]=[CH:36][CH:37]=2)(=[O:31])=[O:30])=[CH:24][CH:23]=3)/[C:13]2[CH:14]=[CH:15][CH:16]=[CH:17][CH:18]=2)=[CH:9][CH:10]=1)=[O:2])[C:40]1[CH:45]=[CH:44][CH:43]=[CH:42][CH:41]=1. (4) Given the reactants [CH3:1][O:2][C:3]1[CH:8]=[CH:7][C:6]([C:9]2[N:10]=[C:11]([CH:22]3[CH2:27][CH2:26][N:25]([C:28]([O:30][C:31]([CH3:34])([CH3:33])[CH3:32])=[O:29])[CH2:24][CH2:23]3)[O:12][C:13]=2[C:14]2[CH:19]=[CH:18][C:17]([O:20][CH3:21])=[CH:16][CH:15]=2)=[CH:5][CH:4]=1.C([Li])CCC.CCCCCC.C1(C2[O:54]N2S(C2C=CC(C)=CC=2)(=O)=O)C=CC=CC=1.Cl, predict the reaction product. The product is: [CH3:1][O:2][C:3]1[CH:4]=[CH:5][C:6]([C:9]2[N:10]=[C:11]([C:22]3([OH:54])[CH2:27][CH2:26][N:25]([C:28]([O:30][C:31]([CH3:34])([CH3:33])[CH3:32])=[O:29])[CH2:24][CH2:23]3)[O:12][C:13]=2[C:14]2[CH:15]=[CH:16][C:17]([O:20][CH3:21])=[CH:18][CH:19]=2)=[CH:7][CH:8]=1. (5) The product is: [CH3:1][C:2]1[CH:7]=[CH:6][N:5]=[C:4]([CH2:8][OH:9])[N:3]=1. Given the reactants [CH3:1][C:2]1[CH:7]=[CH:6][N:5]=[C:4]([C:8]([O-])=[O:9])[N:3]=1.[BH4-].[Na+], predict the reaction product. (6) Given the reactants Br[CH2:2][C:3]1[C:4]([C:16]2[CH:21]=[CH:20][CH:19]=[CH:18][CH:17]=2)=[N:5][C:6]2[C:11]([C:12]=1[C:13]([OH:15])=[O:14])=[CH:10][CH:9]=[CH:8][CH:7]=2.[CH3:22][S-:23].[Na+], predict the reaction product. The product is: [CH3:22][S:23][CH2:2][C:3]1[C:4]([C:16]2[CH:21]=[CH:20][CH:19]=[CH:18][CH:17]=2)=[N:5][C:6]2[C:11]([C:12]=1[C:13]([OH:15])=[O:14])=[CH:10][CH:9]=[CH:8][CH:7]=2. (7) Given the reactants [Br:1][C:2]1[CH:7]=[CH:6][CH:5]=[C:4]([CH2:8]Cl)[N:3]=1.[CH3:10][O:11][C:12](=[O:24])[CH2:13][CH2:14][CH:15]1[CH2:20][CH2:19][N:18]([C:21](=[S:23])[NH2:22])[CH2:17][CH2:16]1.[CH3:25]OC(OC)N(C)C.C(N(CC)CC)C, predict the reaction product. The product is: [CH3:10][O:11][C:12](=[O:24])[CH2:13][CH2:14][CH:15]1[CH2:20][CH2:19][N:18]([C:21]2[S:23][C:8]([C:4]3[CH:5]=[CH:6][CH:7]=[C:2]([Br:1])[N:3]=3)=[CH:25][N:22]=2)[CH2:17][CH2:16]1.